From a dataset of Reaction yield outcomes from USPTO patents with 853,638 reactions. Predict the reaction yield, written as a fraction of the theoretical maximum amount of product (1.0 means a 100% yield; for example, 0.34 means a 34% yield). (1) The product is [F:1][C:2]1[CH:7]=[CH:6][C:5]([CH:10]=[O:11])=[C:4]([OH:8])[C:3]=1[CH3:9]. The yield is 0.750. The catalyst is C(#N)C. The reactants are [F:1][C:2]1[C:3]([CH3:9])=[C:4]([OH:8])[CH:5]=[CH:6][CH:7]=1.[CH2:10]=[O:11].Cl. (2) The reactants are [F:1][C:2]1[CH:3]=[C:4]2[C:9](=[CH:10][CH:11]=1)[CH2:8][N:7]([CH2:12][CH2:13][CH2:14][NH2:15])[CH:6]([CH2:16][C:17]1[CH:22]=[CH:21][C:20]([F:23])=[CH:19][CH:18]=1)[CH2:5]2.[NH2:24][C:25]1[CH:30]=[CH:29][N:28]=[CH:27][CH:26]=1.C1N=CN([C:36](N2C=NC=C2)=[O:37])C=1.O. The catalyst is C1COCC1. The product is [F:1][C:2]1[CH:3]=[C:4]2[C:9](=[CH:10][CH:11]=1)[CH2:8][N:7]([CH2:12][CH2:13][CH2:14][NH:15][C:36]([NH:24][C:25]1[CH:30]=[CH:29][N:28]=[CH:27][CH:26]=1)=[O:37])[CH:6]([CH2:16][C:17]1[CH:18]=[CH:19][C:20]([F:23])=[CH:21][CH:22]=1)[CH2:5]2. The yield is 0.120. (3) The reactants are [OH:1][C:2]([CH3:24])([CH3:23])[C:3]#[C:4][C:5]1[CH:6]=[CH:7][C:8]2[O:17][CH2:16][C:15](=[O:18])[C:14]3[S:13][C:12]([C:19]([NH2:21])=[O:20])=[N:11][C:10]=3[C:9]=2[CH:22]=1.[BH4-].[Na+].O. The catalyst is CO. The product is [OH:18][CH:15]1[C:14]2[S:13][C:12]([C:19]([NH2:21])=[O:20])=[N:11][C:10]=2[C:9]2[CH:22]=[C:5]([C:4]#[C:3][C:2]([OH:1])([CH3:23])[CH3:24])[CH:6]=[CH:7][C:8]=2[O:17][CH2:16]1. The yield is 0.360. (4) The reactants are O1CCOCC1.[Cl:7][C:8]1[C:13](B(O)O)=[CH:12][C:11]([O:17][CH3:18])=[CH:10][N:9]=1.Cl[C:20]1[N:25]=[C:24]([CH3:26])[N:23]=[C:22]([NH2:27])[N:21]=1.C([O-])([O-])=O.[Na+].[Na+]. The catalyst is C1C=CC([P]([Pd]([P](C2C=CC=CC=2)(C2C=CC=CC=2)C2C=CC=CC=2)([P](C2C=CC=CC=2)(C2C=CC=CC=2)C2C=CC=CC=2)[P](C2C=CC=CC=2)(C2C=CC=CC=2)C2C=CC=CC=2)(C2C=CC=CC=2)C2C=CC=CC=2)=CC=1.O. The product is [Cl:7][C:8]1[C:13]([C:20]2[N:25]=[C:24]([CH3:26])[N:23]=[C:22]([NH2:27])[N:21]=2)=[CH:12][C:11]([O:17][CH3:18])=[CH:10][N:9]=1. The yield is 0.510. (5) The reactants are [NH2:1][C:2]1[C:3]([C:28]([O:30]C)=O)=[N:4][C:5](Cl)=[N:6][C:7]=1[NH:8][C:9]1[CH:17]=[CH:16][CH:15]=[C:14]2[C:10]=1[CH:11]=[CH:12][N:13]2S(C1C=CC=CC=1)(=O)=O.CO[C:34]([C:36]1N=C(Cl)N=[C:38](Cl)[C:37]=1[N+]([O-])=O)=[O:35].C(N[CH:51]([CH3:53])C)(C)C.COC(C1C([N+]([O-])=O)=C(NC2C=CC=C3C=2C=CN3S(C2C=CC=CC=2)(=O)=O)N=C(Cl)[N:59]=1)=O.[O:87]1[CH2:91]CCC1. The catalyst is CCOC(C)=O.CC(O)=O.[Fe]. The product is [OH:35][C:34]1[CH:36]=[C:37]([C:5]2[N:6]=[C:7]3[C:2]([NH:1][C:91](=[O:87])[N:8]3[C:9]3[CH:17]=[CH:16][CH:15]=[C:14]4[C:10]=3[CH:11]=[CH:12][NH:13]4)=[C:3]([C:28]([NH2:59])=[O:30])[N:4]=2)[CH:38]=[CH:51][CH:53]=1. The yield is 0.690.